Dataset: NCI-60 drug combinations with 297,098 pairs across 59 cell lines. Task: Regression. Given two drug SMILES strings and cell line genomic features, predict the synergy score measuring deviation from expected non-interaction effect. (1) Drug 1: CCC1=CC2CC(C3=C(CN(C2)C1)C4=CC=CC=C4N3)(C5=C(C=C6C(=C5)C78CCN9C7C(C=CC9)(C(C(C8N6C)(C(=O)OC)O)OC(=O)C)CC)OC)C(=O)OC.C(C(C(=O)O)O)(C(=O)O)O. Drug 2: CCCCCOC(=O)NC1=NC(=O)N(C=C1F)C2C(C(C(O2)C)O)O. Cell line: HL-60(TB). Synergy scores: CSS=20.7, Synergy_ZIP=1.19, Synergy_Bliss=4.81, Synergy_Loewe=-57.7, Synergy_HSA=4.63. (2) Drug 1: CN(CCCl)CCCl.Cl. Drug 2: C1CCC(C(C1)N)N.C(=O)(C(=O)[O-])[O-].[Pt+4]. Cell line: BT-549. Synergy scores: CSS=31.1, Synergy_ZIP=-13.6, Synergy_Bliss=-6.46, Synergy_Loewe=-1.06, Synergy_HSA=0.989. (3) Drug 2: C1=C(C(=O)NC(=O)N1)F. Cell line: A498. Drug 1: CC1C(C(CC(O1)OC2CC(CC3=C2C(=C4C(=C3O)C(=O)C5=C(C4=O)C(=CC=C5)OC)O)(C(=O)C)O)N)O.Cl. Synergy scores: CSS=52.0, Synergy_ZIP=-9.11, Synergy_Bliss=-7.61, Synergy_Loewe=-2.50, Synergy_HSA=-2.22. (4) Drug 1: CNC(=O)C1=CC=CC=C1SC2=CC3=C(C=C2)C(=NN3)C=CC4=CC=CC=N4. Drug 2: CC1=C(C(=O)C2=C(C1=O)N3CC4C(C3(C2COC(=O)N)OC)N4)N. Cell line: NCI-H226. Synergy scores: CSS=21.3, Synergy_ZIP=0.409, Synergy_Bliss=9.86, Synergy_Loewe=3.36, Synergy_HSA=8.56. (5) Drug 1: COC1=CC(=CC(=C1O)OC)C2C3C(COC3=O)C(C4=CC5=C(C=C24)OCO5)OC6C(C(C7C(O6)COC(O7)C8=CC=CS8)O)O. Drug 2: CC=C1C(=O)NC(C(=O)OC2CC(=O)NC(C(=O)NC(CSSCCC=C2)C(=O)N1)C(C)C)C(C)C. Cell line: SR. Synergy scores: CSS=73.5, Synergy_ZIP=-1.46, Synergy_Bliss=-4.49, Synergy_Loewe=-4.39, Synergy_HSA=-1.34. (6) Drug 1: CC1=C(N=C(N=C1N)C(CC(=O)N)NCC(C(=O)N)N)C(=O)NC(C(C2=CN=CN2)OC3C(C(C(C(O3)CO)O)O)OC4C(C(C(C(O4)CO)O)OC(=O)N)O)C(=O)NC(C)C(C(C)C(=O)NC(C(C)O)C(=O)NCCC5=NC(=CS5)C6=NC(=CS6)C(=O)NCCC[S+](C)C)O. Drug 2: B(C(CC(C)C)NC(=O)C(CC1=CC=CC=C1)NC(=O)C2=NC=CN=C2)(O)O. Cell line: OVCAR-4. Synergy scores: CSS=23.5, Synergy_ZIP=-2.21, Synergy_Bliss=-0.145, Synergy_Loewe=0.0544, Synergy_HSA=0.701. (7) Drug 1: CC12CCC3C(C1CCC2O)C(CC4=C3C=CC(=C4)O)CCCCCCCCCS(=O)CCCC(C(F)(F)F)(F)F. Drug 2: C1CN(P(=O)(OC1)NCCCl)CCCl. Cell line: CAKI-1. Synergy scores: CSS=-2.10, Synergy_ZIP=0.454, Synergy_Bliss=-2.10, Synergy_Loewe=-4.76, Synergy_HSA=-5.02.